Dataset: Catalyst prediction with 721,799 reactions and 888 catalyst types from USPTO. Task: Predict which catalyst facilitates the given reaction. (1) Reactant: [NH2:1][C:2]1[C:11](Br)=[N:10][C:9]([Br:13])=[CH:8][C:3]=1[C:4]([O:6][CH3:7])=[O:5].[CH2:14]([O:21][C:22]1[CH:27]=[CH:26][C:25](B(O)O)=[CH:24][CH:23]=1)[C:15]1[CH:20]=[CH:19][CH:18]=[CH:17][CH:16]=1.[F-].[Cs+]. Product: [NH2:1][C:2]1[C:11]([C:25]2[CH:26]=[CH:27][C:22]([O:21][CH2:14][C:15]3[CH:20]=[CH:19][CH:18]=[CH:17][CH:16]=3)=[CH:23][CH:24]=2)=[N:10][C:9]([Br:13])=[CH:8][C:3]=1[C:4]([O:6][CH3:7])=[O:5]. The catalyst class is: 492. (2) Reactant: [CH3:1][C:2]1[CH:7]=[C:6]([CH3:8])[NH:5][C:4](=[O:9])[C:3]=1[CH2:10][NH:11][C:12]([C:14]1[C:15]2[CH:30]=[N:29][N:28]([CH:31]([CH3:33])[CH3:32])[C:16]=2[N:17]=[C:18]([C:20]2[CH:25]=[CH:24][CH:23]=[C:22]([CH2:26]O)[CH:21]=2)[CH:19]=1)=[O:13].C1C=CC(P(C2C=CC=CC=2)C2C=CC=CC=2)=CC=1.C(Br)(Br)(Br)[Br:54]. Product: [Br:54][CH2:26][C:22]1[CH:21]=[C:20]([C:18]2[CH:19]=[C:14]([C:12]([NH:11][CH2:10][C:3]3[C:4](=[O:9])[NH:5][C:6]([CH3:8])=[CH:7][C:2]=3[CH3:1])=[O:13])[C:15]3[CH:30]=[N:29][N:28]([CH:31]([CH3:32])[CH3:33])[C:16]=3[N:17]=2)[CH:25]=[CH:24][CH:23]=1. The catalyst class is: 2. (3) Reactant: [NH2:1][CH:2]1[CH2:7][CH2:6][CH2:5][CH:4]([C:8]([O:10][CH3:11])=[O:9])[CH2:3]1.F[C:13]1[CH:20]=[CH:19][C:16]([C:17]#[N:18])=[C:15]([C:21]([F:24])([F:23])[F:22])[CH:14]=1.CCN(C(C)C)C(C)C. Product: [C:17]([C:16]1[CH:19]=[CH:20][C:13]([NH:1][CH:2]2[CH2:7][CH2:6][CH2:5][CH:4]([C:8]([O:10][CH3:11])=[O:9])[CH2:3]2)=[CH:14][C:15]=1[C:21]([F:22])([F:23])[F:24])#[N:18]. The catalyst class is: 16. (4) Reactant: [OH:1][CH2:2][C:3]1[CH:12]=[C:11]2[C:6]([CH:7]=[C:8]([C:14]3[N:15]=[C:16]4[CH:21]=[CH:20][C:19]([CH3:22])=[CH:18][N:17]4[CH:23]=3)[C:9](=[O:13])[O:10]2)=[CH:5][CH:4]=1.C(N(CC)C(C)C)(C)C.[CH3:33][S:34](Cl)(=[O:36])=[O:35]. Product: [CH3:33][S:34]([O:1][CH2:2][C:3]1[CH:12]=[C:11]2[C:6]([CH:7]=[C:8]([C:14]3[N:15]=[C:16]4[CH:21]=[CH:20][C:19]([CH3:22])=[CH:18][N:17]4[CH:23]=3)[C:9](=[O:13])[O:10]2)=[CH:5][CH:4]=1)(=[O:36])=[O:35]. The catalyst class is: 2. (5) Reactant: [CH3:1][NH2:2].Br[CH2:4][CH2:5][C:6]1[CH:11]=[CH:10][C:9]([F:12])=[CH:8][C:7]=1[N+:13]([O-:15])=[O:14]. Product: [F:12][C:9]1[CH:10]=[CH:11][C:6]([CH2:5][CH2:4][NH:2][CH3:1])=[C:7]([N+:13]([O-:15])=[O:14])[CH:8]=1. The catalyst class is: 1. (6) Reactant: Br[C:2]1[C:3]([O:8][C:9]2[CH:14]=[CH:13][C:12]([NH:15][C:16]3[CH:21]=[CH:20][C:19]([CH3:22])=[CH:18][N:17]=3)=[CH:11][CH:10]=2)=[N:4][CH:5]=[CH:6][CH:7]=1.[CH3:23][O:24][C:25]1[CH:30]=[C:29](B(O)O)[CH:28]=[CH:27][N:26]=1.C(=O)([O-])[O-].[Na+].[Na+]. Product: [CH3:23][O:24][C:25]1[CH:30]=[C:29]([C:2]2[C:3]([O:8][C:9]3[CH:14]=[CH:13][C:12]([NH:15][C:16]4[CH:21]=[CH:20][C:19]([CH3:22])=[CH:18][N:17]=4)=[CH:11][CH:10]=3)=[N:4][CH:5]=[CH:6][CH:7]=2)[CH:28]=[CH:27][N:26]=1. The catalyst class is: 149. (7) Reactant: [Cl:1][C:2]1[CH:7]=[CH:6][C:5]([N+:8]([O-])=O)=[CH:4][C:3]=1[CH3:11]. Product: [ClH:1].[Cl:1][C:2]1[CH:7]=[CH:6][C:5]([NH2:8])=[CH:4][C:3]=1[CH3:11]. The catalyst class is: 409.